From a dataset of Forward reaction prediction with 1.9M reactions from USPTO patents (1976-2016). Predict the product of the given reaction. (1) Given the reactants [CH3:1][C:2]1[CH:3]=[CH:4][C:5]([C:11]2[CH:12]=NN(C)C=2)=[C:6]([CH:10]=1)[C:7]([OH:9])=[O:8].[CH3:17][N:18]1C(B2OC(C)(C)C(C)(C)O2)=C[CH:20]=[N:19]1, predict the reaction product. The product is: [CH3:1][C:2]1[CH:3]=[CH:4][C:5]([C:11]2[N:19]([CH3:20])[N:18]=[CH:17][CH:12]=2)=[C:6]([CH:10]=1)[C:7]([OH:9])=[O:8]. (2) Given the reactants CN(C)C=O.[C:6](Cl)(=O)[C:7]([Cl:9])=[O:8].[CH3:12][C:13]1[CH:17]=[C:16](CC(O)=O)[O:15][N:14]=1, predict the reaction product. The product is: [CH3:12][C:13]1[CH:17]=[C:16]([CH2:6][C:7]([Cl:9])=[O:8])[O:15][N:14]=1. (3) Given the reactants [CH3:1][C:2]1[N:7]=[C:6]([SH:8])[N:5]=[C:4]([OH:9])[CH:3]=1.C(N(CC)CC)C.Br[CH2:18][C:19]1[N:24]=[CH:23][CH:22]=[CH:21][N:20]=1, predict the reaction product. The product is: [CH3:1][C:2]1[N:7]=[C:6]([S:8][CH2:18][C:19]2[N:24]=[CH:23][CH:22]=[CH:21][N:20]=2)[N:5]=[C:4]([OH:9])[CH:3]=1. (4) Given the reactants C([O:8][C:9]1[CH:18]=[C:17]2[C:12]([CH2:13][CH2:14][N:15]=[C:16]2[C:19]2([C:23]3[CH:28]=[CH:27][C:26]([Cl:29])=[CH:25][C:24]=3[O:30][CH3:31])[CH2:22][CH2:21][CH2:20]2)=[CH:11][CH:10]=1)C1C=CC=CC=1, predict the reaction product. The product is: [Cl:29][C:26]1[CH:27]=[CH:28][C:23]([C:19]2([C:16]3[C:17]4[C:12](=[CH:11][CH:10]=[C:9]([OH:8])[CH:18]=4)[CH2:13][CH2:14][N:15]=3)[CH2:20][CH2:21][CH2:22]2)=[C:24]([O:30][CH3:31])[CH:25]=1. (5) Given the reactants [C:1]([C:3]1[CH:4]=[C:5]2[C:9](=[CH:10][CH:11]=1)[NH:8][C:7](=[O:12])[C:6]2([OH:22])[C:13]1[C:14]([O:19][CH2:20][CH3:21])=[N:15][CH:16]=[CH:17][CH:18]=1)#[N:2].CC(C)([O-])C.[K+].[C:29]1([S:35](Cl)(=[O:37])=[O:36])[CH:34]=[CH:33][CH:32]=[CH:31][CH:30]=1.ClCCl.CO, predict the reaction product. The product is: [CH2:20]([O:19][C:14]1[C:13]([C:6]2([OH:22])[C:5]3[C:9](=[CH:10][CH:11]=[C:3]([C:1]#[N:2])[CH:4]=3)[N:8]([S:35]([C:29]3[CH:34]=[CH:33][CH:32]=[CH:31][CH:30]=3)(=[O:37])=[O:36])[C:7]2=[O:12])=[CH:18][CH:17]=[CH:16][N:15]=1)[CH3:21].